From a dataset of Retrosynthesis with 50K atom-mapped reactions and 10 reaction types from USPTO. Predict the reactants needed to synthesize the given product. (1) Given the product O=S(CC#CCOc1ccccc1)c1ccc(Cl)cc1, predict the reactants needed to synthesize it. The reactants are: Clc1ccc(SCC#CCOc2ccccc2)cc1.O=C(OO)c1cccc(Cl)c1. (2) The reactants are: C(=C1CCC(Cc2ccccc2)CC1)c1nc2ccccc2[nH]1.OO. Given the product OC(c1nc2ccccc2[nH]1)C1CCC(Cc2ccccc2)CC1, predict the reactants needed to synthesize it. (3) The reactants are: CC(=O)c1cccc(Oc2ccc(Cl)cc2[N+](=O)[O-])c1. Given the product CC(O)c1cccc(Oc2ccc(Cl)cc2[N+](=O)[O-])c1, predict the reactants needed to synthesize it. (4) Given the product Cn1cc(-c2nc(CS(C)(=O)=O)ncc2Oc2ccc(F)cc2F)c2ccccc2c1=O, predict the reactants needed to synthesize it. The reactants are: CS(=O)(=O)Cc1ncc(Oc2ccc(F)cc2F)c(Cl)n1.Cn1cc(B2OC(C)(C)C(C)(C)O2)c2ccccc2c1=O. (5) The reactants are: CCON=C(C(=O)OC)c1nsc(N)n1.O=CO. Given the product CCON=C(C(=O)OC)c1nsc(NC=O)n1, predict the reactants needed to synthesize it.